This data is from CYP1A2 inhibition data for predicting drug metabolism from PubChem BioAssay. The task is: Regression/Classification. Given a drug SMILES string, predict its absorption, distribution, metabolism, or excretion properties. Task type varies by dataset: regression for continuous measurements (e.g., permeability, clearance, half-life) or binary classification for categorical outcomes (e.g., BBB penetration, CYP inhibition). Dataset: cyp1a2_veith. (1) The drug is c1cc(CN2CCCC3(CCNCC3)C2)ccn1. The result is 0 (non-inhibitor). (2) The compound is COc1cc(/C=C(\C#N)C(=O)c2ccc(O)c(O)c2)cc(I)c1O. The result is 1 (inhibitor). (3) The result is 1 (inhibitor). The drug is Cc1ccccc1-c1cc(N(C)C)ncn1. (4) The drug is Cc1nc(NS(=O)(=O)c2ccc(Br)cc2)c2c3c(sc2n1)CCC3. The result is 1 (inhibitor). (5) The compound is CC1(C)C2([N+](=O)[O-])CN3CC1([N+](=O)[O-])CN(C2)C31CCCC1. The result is 0 (non-inhibitor).